From a dataset of Catalyst prediction with 721,799 reactions and 888 catalyst types from USPTO. Predict which catalyst facilitates the given reaction. (1) Reactant: [CH2:1]([O:3][CH:4]([O:20][CH2:21][CH3:22])[C:5]1([C@H:8]([NH:11][C@H:12]([C:14]2[CH:19]=[CH:18][CH:17]=[CH:16][CH:15]=2)[CH3:13])[C:9]#[N:10])[CH2:7][CH2:6]1)[CH3:2]. Product: [CH2:1]([O:3][CH:4]([O:20][CH2:21][CH3:22])[C:5]1([C@@H:8]([NH:11][C@H:12]([C:14]2[CH:15]=[CH:16][CH:17]=[CH:18][CH:19]=2)[CH3:13])[C:9]#[N:10])[CH2:7][CH2:6]1)[CH3:2]. The catalyst class is: 8. (2) Reactant: C[O:2][C:3]1[CH:8]=[CH:7][C:6]([P:9](=[O:36])([C:30]2[CH:35]=[CH:34][CH:33]=[CH:32][CH:31]=2)[C:10]2[C:27]3=[C:28]4[C:17]([C:18]5[C:29]6[C:22](=[CH:23][CH:24]=[CH:25][C:26]3=6)[CH:21]=[CH:20][CH:19]=5)=[CH:16][CH:15]=[CH:14][C:13]4=[CH:12][CH:11]=2)=[CH:5][CH:4]=1.[Br-].[Br-].[Br-].B.O. Product: [OH:2][C:3]1[CH:4]=[CH:5][C:6]([P:9](=[O:36])([C:30]2[CH:31]=[CH:32][CH:33]=[CH:34][CH:35]=2)[C:10]2[C:27]3=[C:28]4[C:17]([C:18]5[C:29]6[C:22](=[CH:23][CH:24]=[CH:25][C:26]3=6)[CH:21]=[CH:20][CH:19]=5)=[CH:16][CH:15]=[CH:14][C:13]4=[CH:12][CH:11]=2)=[CH:7][CH:8]=1. The catalyst class is: 4. (3) Reactant: [F:1][C:2]1[C:3]([CH2:17][OH:18])=[N:4][CH:5]=[C:6]([C:8]2[CH:13]=[C:12]([O:14][CH3:15])[CH:11]=[CH:10][C:9]=2[F:16])[CH:7]=1.CC(OI1(OC(C)=O)(OC(C)=O)OC(=O)C2C=CC=CC1=2)=O. Product: [F:1][C:2]1[C:3]([CH:17]=[O:18])=[N:4][CH:5]=[C:6]([C:8]2[CH:13]=[C:12]([O:14][CH3:15])[CH:11]=[CH:10][C:9]=2[F:16])[CH:7]=1. The catalyst class is: 158.